Dataset: Forward reaction prediction with 1.9M reactions from USPTO patents (1976-2016). Task: Predict the product of the given reaction. (1) Given the reactants [C:1]([NH:4][CH2:5][CH2:6][CH2:7][C@:8]([C@@H:25]1[CH2:30][CH2:29][CH2:28][N:27](C(OC(C)(C)C)=O)[CH2:26]1)([C:10]1[CH:15]=[CH:14][CH:13]=[C:12]([Cl:16])[C:11]=1[C:17]1[CH:22]=[CH:21][CH:20]=[C:19]([CH2:23][CH3:24])[CH:18]=1)[OH:9])(=[O:3])[CH3:2].Cl, predict the reaction product. The product is: [Cl:16][C:12]1[C:11]([C:17]2[CH:22]=[CH:21][CH:20]=[C:19]([CH2:23][CH3:24])[CH:18]=2)=[C:10]([C@@:8]([OH:9])([C@@H:25]2[CH2:30][CH2:29][CH2:28][NH:27][CH2:26]2)[CH2:7][CH2:6][CH2:5][NH:4][C:1](=[O:3])[CH3:2])[CH:15]=[CH:14][CH:13]=1. (2) Given the reactants Cl[C:2]1[N:3]=[N:4][C:5]([C:8]2[CH:13]=[CH:12][CH:11]=[C:10]([N+:14]([O-])=O)[CH:9]=2)=[CH:6][CH:7]=1, predict the reaction product. The product is: [N:3]1[CH:2]=[CH:7][CH:6]=[C:5]([C:8]2[CH:9]=[C:10]([NH2:14])[CH:11]=[CH:12][CH:13]=2)[N:4]=1. (3) Given the reactants N[C:2]1[CH:7]=[CH:6][C:5]([C:8]2[O:9][C:10]3[C:15]([C:16](=[O:18])[CH:17]=2)=[C:14]([OH:19])[CH:13]=[C:12]([OH:20])[C:11]=3[C@@H:21]2[CH2:25][CH2:24][N:23]([CH3:26])[C@H:22]2[CH2:27][OH:28])=[C:4]([Cl:29])[CH:3]=1.Cl.C[OH:32], predict the reaction product. The product is: [ClH:29].[OH:19][C:14]1[CH:13]=[C:12]([OH:20])[C:11]([C@@H:21]2[CH2:25][CH2:24][N:23]([CH3:26])[C@H:22]2[CH2:27][OH:28])=[C:10]2[C:15]=1[C:16](=[O:18])[CH:17]=[C:8]([C:5]1[CH:6]=[CH:7][CH:2]=[CH:3][C:4]=1[OH:32])[O:9]2. (4) Given the reactants [CH:1]([C:4]1[CH:5]=[CH:6][C:7]([S:10]([N:13]([CH2:22][C:23](O)=[O:24])[C:14]2[CH:19]=[CH:18][CH:17]=[CH:16][C:15]=2[O:20][CH3:21])(=[O:12])=[O:11])=[N:8][CH:9]=1)([CH3:3])[CH3:2].[CH2:26]([NH:33][CH2:34][CH3:35])[C:27]1[CH:32]=[CH:31][CH:30]=[CH:29][CH:28]=1, predict the reaction product. The product is: [CH2:26]([N:33]([CH2:34][CH3:35])[C:23](=[O:24])[CH2:22][N:13]([S:10]([C:7]1[CH:6]=[CH:5][C:4]([CH:1]([CH3:2])[CH3:3])=[CH:9][N:8]=1)(=[O:12])=[O:11])[C:14]1[CH:19]=[CH:18][CH:17]=[CH:16][C:15]=1[O:20][CH3:21])[C:27]1[CH:32]=[CH:31][CH:30]=[CH:29][CH:28]=1. (5) The product is: [O:18]=[C:13]([CH2:14][CH2:15][CH2:16][CH3:17])[CH2:1][P:2](=[O:7])([O:5][CH3:6])[O:3][CH3:4]. Given the reactants [CH3:1][P:2](=[O:7])([O:5][CH3:6])[O:3][CH3:4].[Li]CCCC.[C:13](OC)(=[O:18])[CH2:14][CH2:15][CH2:16][CH3:17], predict the reaction product. (6) Given the reactants [F:1][C:2]1[C:11]2[CH2:10][N:9]([C@H:12]([CH:16]([CH3:18])[CH3:17])[C:13]([OH:15])=O)[C:8](=[O:19])[C:7]3=[CH:20][NH:21][C:5]([C:6]=23)=[N:4][CH:3]=1.[C:22]([C:24]1([CH3:28])[CH2:27][NH:26][CH2:25]1)#[N:23].C1C=CC2N(O)N=NC=2C=1.C(Cl)CCl, predict the reaction product. The product is: [F:1][C:2]1[C:11]2[CH2:10][N:9]([C@H:12]([CH:16]([CH3:17])[CH3:18])[C:13]([N:26]3[CH2:27][C:24]([CH3:28])([C:22]#[N:23])[CH2:25]3)=[O:15])[C:8](=[O:19])[C:7]3=[CH:20][NH:21][C:5]([C:6]=23)=[N:4][CH:3]=1.